Dataset: Reaction yield outcomes from USPTO patents with 853,638 reactions. Task: Predict the reaction yield, written as a fraction of the theoretical maximum amount of product (1.0 means a 100% yield; for example, 0.34 means a 34% yield). (1) The reactants are [C:1]([O:5][C:6]([N:8]1[CH2:13][CH2:12][CH:11]([O:14][C:15]2[C:20]([C:21]([OH:23])=O)=[CH:19][C:18]([N+:24]([O-:26])=[O:25])=[CH:17][C:16]=2[Cl:27])[CH2:10][CH2:9]1)=[O:7])([CH3:4])([CH3:3])[CH3:2].ClC(OCC(C)C)=O.C([N:38](CC)CC)C.N. The catalyst is ClCCl. The product is [C:1]([O:5][C:6]([N:8]1[CH2:9][CH2:10][CH:11]([O:14][C:15]2[C:20]([C:21](=[O:23])[NH2:38])=[CH:19][C:18]([N+:24]([O-:26])=[O:25])=[CH:17][C:16]=2[Cl:27])[CH2:12][CH2:13]1)=[O:7])([CH3:2])([CH3:3])[CH3:4]. The yield is 0.840. (2) The reactants are O[C@@H:2]([CH3:35])[CH2:3][NH:4][C:5]([C:7]1[NH:8][C:9]([C:12]2[CH:17]=[C:16]([O:18][C:19]3[CH:24]=[CH:23][C:22]([S:25]([CH3:28])(=[O:27])=[O:26])=[CH:21][CH:20]=3)[CH:15]=[C:14]([O:29][C@@H:30]([CH3:34])[CH2:31][O:32][CH3:33])[CH:13]=2)=[CH:10][CH:11]=1)=[O:6].CS(O)(=O)=O.C(N(CC)CC)C.C(=O)([O-])O.[Na+]. The catalyst is O1CCCC1. The product is [CH3:33][O:32][CH2:31][C@H:30]([CH3:34])[O:29][C:14]1[CH:13]=[C:12]([C:9]2[NH:8][C:7]([C:5]3[O:6][C@H:2]([CH3:35])[CH2:3][N:4]=3)=[CH:11][CH:10]=2)[CH:17]=[C:16]([O:18][C:19]2[CH:24]=[CH:23][C:22]([S:25]([CH3:28])(=[O:26])=[O:27])=[CH:21][CH:20]=2)[CH:15]=1. The yield is 0.560. (3) The reactants are [CH3:1][O:2][C:3]([C@@:5]1([F:29])[C@H:7]([C:8]2[CH:13]=[CH:12][C:11](B3OC(C)(C)C(C)(C)O3)=[CH:10][CH:9]=2)[C@H:6]1[C:23]1[CH:28]=[CH:27][CH:26]=[CH:25][CH:24]=1)=[O:4].Cl[C:31]1[N:36]=[CH:35][C:34]([F:37])=[CH:33][N:32]=1.[F-].[Cs+]. The catalyst is O1CCOCC1.O.C1C=CC(P(C2C=CC=CC=2)[C-]2C=CC=C2)=CC=1.C1C=CC(P(C2C=CC=CC=2)[C-]2C=CC=C2)=CC=1.Cl[Pd]Cl.[Fe+2]. The product is [CH3:1][O:2][C:3]([C@:5]1([F:29])[C@H:6]([C:23]2[CH:24]=[CH:25][CH:26]=[CH:27][CH:28]=2)[C@H:7]1[C:8]1[CH:9]=[CH:10][C:11]([C:31]2[N:36]=[CH:35][C:34]([F:37])=[CH:33][N:32]=2)=[CH:12][CH:13]=1)=[O:4]. The yield is 0.850. (4) The reactants are [Br:1][C:2]1[CH:7]=[CH:6][C:5]([C:8]2[N:9]=[C:10]([C:21]3[CH:26]=[CH:25][CH:24]=[CH:23][N:22]=3)N=N[C:13]=2[C:14]2[CH:19]=[CH:18][C:17]([Br:20])=[CH:16][CH:15]=2)=[CH:4][CH:3]=1.[CH:27]12CC(C=C1)C=[CH:28]2.C1(C)C(C)=CC=CC=1.O. The catalyst is C1(C)C=CC=CC=1. The product is [Br:20][C:17]1[CH:18]=[CH:19][C:14]([C:13]2[CH:27]=[CH:28][C:10]([C:21]3[CH:26]=[CH:25][CH:24]=[CH:23][N:22]=3)=[N:9][C:8]=2[C:5]2[CH:6]=[CH:7][C:2]([Br:1])=[CH:3][CH:4]=2)=[CH:15][CH:16]=1. The yield is 0.590. (5) The reactants are [Br:1][C:2]1[CH:7]=[CH:6][C:5]([C:8]2([C:15]([O:17][CH3:18])=[O:16])[CH2:13][CH2:12][C:11](=[O:14])[CH2:10][CH2:9]2)=[CH:4][CH:3]=1.[CH2:19](O)[CH2:20][OH:21]. The catalyst is C1(C)C=CC(S(O)(=O)=O)=CC=1.C1(C)C=CC=CC=1. The product is [Br:1][C:2]1[CH:3]=[CH:4][C:5]([C:8]2([C:15]([O:17][CH3:18])=[O:16])[CH2:9][CH2:10][C:11]3([O:21][CH2:20][CH2:19][O:14]3)[CH2:12][CH2:13]2)=[CH:6][CH:7]=1. The yield is 1.00. (6) The reactants are [Br:1][C:2]1[CH:3]=[C:4]([CH:25]=[CH:26][CH:27]=1)[CH2:5][N:6]1[C:14]2[C:13](=[O:15])[N:12]([CH3:16])[C:11](=[O:17])[N:10]([CH3:18])[C:9]=2[N:8]=[C:7]1SCCOCC.O[O:29][S:30]([O-:32])=O.[K+].[CH2:34]1[CH2:38][O:37][CH2:36][CH2:35]1.O. The catalyst is C(OCC)(=O)C. The product is [Br:1][C:2]1[CH:3]=[C:4]([CH:25]=[CH:26][CH:27]=1)[CH2:5][N:6]1[C:14]2[C:13](=[O:15])[N:12]([CH3:16])[C:11](=[O:17])[N:10]([CH3:18])[C:9]=2[N:8]=[C:7]1[S:30]([CH2:35][CH2:36][O:37][CH2:38][CH3:34])(=[O:32])=[O:29]. The yield is 0.618. (7) The reactants are [NH2:1][CH2:2][C:3]([O:5][CH3:6])=[O:4].Br[CH2:8][C:9]1[CH:10]=[C:11]([CH:16]=[CH:17][C:18]=1[N+:19]([O-:21])=[O:20])[C:12]([O:14][CH3:15])=[O:13].CCN(C(C)C)C(C)C. The catalyst is CN(C=O)C. The product is [CH3:6][O:5][C:3](=[O:4])[CH2:2][NH:1][CH2:8][C:9]1[CH:10]=[C:11]([CH:16]=[CH:17][C:18]=1[N+:19]([O-:21])=[O:20])[C:12]([O:14][CH3:15])=[O:13]. The yield is 0.660. (8) The reactants are [Br:1][C:2]1[C:3](Cl)=[N:4][C:5]([Cl:8])=[N:6][CH:7]=1.[O:10]1[CH2:15][CH2:14][CH:13]([NH2:16])[CH2:12][CH2:11]1.C(N(C(C)C)C(C)C)C.C(OCC)(=O)C. The catalyst is O1CCOCC1. The product is [Br:1][C:2]1[C:3]([NH:16][CH:13]2[CH2:14][CH2:15][O:10][CH2:11][CH2:12]2)=[N:4][C:5]([Cl:8])=[N:6][CH:7]=1. The yield is 0.990.